This data is from Forward reaction prediction with 1.9M reactions from USPTO patents (1976-2016). The task is: Predict the product of the given reaction. Given the reactants [CH:1]1([Mg]Br)[CH2:3][CH2:2]1.[Cl:6][C:7]1[CH:18]=[C:17]([CH3:19])[CH:16]=[CH:15][C:8]=1[C:9](N(OC)C)=[O:10], predict the reaction product. The product is: [Cl:6][C:7]1[CH:18]=[C:17]([CH3:19])[CH:16]=[CH:15][C:8]=1[C:9]([CH:1]1[CH2:3][CH2:2]1)=[O:10].